From a dataset of Merck oncology drug combination screen with 23,052 pairs across 39 cell lines. Regression. Given two drug SMILES strings and cell line genomic features, predict the synergy score measuring deviation from expected non-interaction effect. (1) Drug 1: Cc1nc(Nc2ncc(C(=O)Nc3c(C)cccc3Cl)s2)cc(N2CCN(CCO)CC2)n1. Drug 2: CC1(c2nc3c(C(N)=O)cccc3[nH]2)CCCN1. Cell line: COLO320DM. Synergy scores: synergy=10.7. (2) Drug 1: Cc1nc(Nc2ncc(C(=O)Nc3c(C)cccc3Cl)s2)cc(N2CCN(CCO)CC2)n1. Drug 2: CCc1c2c(nc3ccc(O)cc13)-c1cc3c(c(=O)n1C2)COC(=O)C3(O)CC. Cell line: VCAP. Synergy scores: synergy=31.4. (3) Cell line: KPL1. Drug 1: COc1cc(C2c3cc4c(cc3C(OC3OC5COC(C)OC5C(O)C3O)C3COC(=O)C23)OCO4)cc(OC)c1O. Drug 2: COC1=C2CC(C)CC(OC)C(O)C(C)C=C(C)C(OC(N)=O)C(OC)C=CC=C(C)C(=O)NC(=CC1=O)C2=O. Synergy scores: synergy=13.3. (4) Drug 1: COC1CC2CCC(C)C(O)(O2)C(=O)C(=O)N2CCCCC2C(=O)OC(C(C)CC2CCC(OP(C)(C)=O)C(OC)C2)CC(=O)C(C)C=C(C)C(O)C(OC)C(=O)C(C)CC(C)C=CC=CC=C1C. Drug 2: CCc1c2c(nc3ccc(O)cc13)-c1cc3c(c(=O)n1C2)COC(=O)C3(O)CC. Cell line: EFM192B. Synergy scores: synergy=37.9.